This data is from Full USPTO retrosynthesis dataset with 1.9M reactions from patents (1976-2016). The task is: Predict the reactants needed to synthesize the given product. (1) Given the product [Cl:3][C:4]1[CH:5]=[CH:6][C:7]2[N:8]([N:10]=[C:11]([C:24]3[CH:25]=[CH:26][CH:27]=[CH:28][CH:29]=3)[C:12]=2[CH2:13][C:14]2[N:19]=[C:18]([C:20]([OH:22])=[O:21])[CH:17]=[CH:16][CH:15]=2)[CH:9]=1, predict the reactants needed to synthesize it. The reactants are: [OH-].[K+].[Cl:3][C:4]1[CH:5]=[CH:6][C:7]2[N:8]([N:10]=[C:11]([C:24]3[CH:29]=[CH:28][CH:27]=[CH:26][CH:25]=3)[C:12]=2[CH2:13][C:14]2[N:19]=[C:18]([C:20]([O:22]C)=[O:21])[CH:17]=[CH:16][CH:15]=2)[CH:9]=1.Cl. (2) Given the product [CH:19]1([N:23]2[CH2:29][CH2:28][CH2:27][N:26]([C:30]([N:32]3[CH2:33][CH:34]([O:36][C:38]4[CH:39]=[CH:40][C:41]([O:44][C:45]([F:46])([F:47])[F:48])=[CH:42][CH:43]=4)[CH2:35]3)=[O:31])[CH2:25][CH2:24]2)[CH2:22][CH2:21][CH2:20]1, predict the reactants needed to synthesize it. The reactants are: CC1C=NC2C(C=1C)=CC=C1C=2N=CC(C)=C1C.[CH:19]1([N:23]2[CH2:29][CH2:28][CH2:27][N:26]([C:30]([N:32]3[CH2:35][CH:34]([OH:36])[CH2:33]3)=[O:31])[CH2:25][CH2:24]2)[CH2:22][CH2:21][CH2:20]1.I[C:38]1[CH:43]=[CH:42][C:41]([O:44][C:45]([F:48])([F:47])[F:46])=[CH:40][CH:39]=1. (3) Given the product [C:22]([O:25][C:26]([CH3:35])([CH3:34])[C:27]([NH:29][CH2:30][CH2:31][CH2:32][N:20]1[C:12]([S:11][C:3]2[C:2]([I:1])=[CH:10][C:6]3[O:7][CH2:8][O:9][C:5]=3[CH:4]=2)=[N:13][C:14]2[C:19]1=[N:18][CH:17]=[N:16][C:15]=2[NH2:43])=[O:28])(=[O:24])[CH3:23], predict the reactants needed to synthesize it. The reactants are: [I:1][C:2]1[C:3]([S:11][C:12]2[N:20]=[C:19]3[C:15]([N:16]=[CH:17][NH:18]3)=[C:14](N)[N:13]=2)=[CH:4][C:5]2[O:9][CH2:8][O:7][C:6]=2[CH:10]=1.[C:22]([O:25][C:26]([CH3:35])([CH3:34])[C:27]([NH:29][CH2:30][CH2:31][CH2:32]Br)=[O:28])(=[O:24])[CH3:23].C([O-])([O-])=O.[Cs+].[Cs+].C[N:43](C=O)C. (4) Given the product [CH:5]1([N:11]=[C:1]=[O:2])[CH2:10][CH2:9][CH2:8][CH2:7][CH2:6]1, predict the reactants needed to synthesize it. The reactants are: [C:1](Cl)(Cl)=[O:2].[CH:5]1([NH2:11])[CH2:10][CH2:9][CH2:8][CH2:7][CH2:6]1. (5) Given the product [O:13]=[C:14]1[NH:15][CH2:16][CH2:17][N:12]([C:2]2[S:3][C:4]([C:7]([O:9][CH2:10][CH3:11])=[O:8])=[CH:5][N:6]=2)[CH2:18]1, predict the reactants needed to synthesize it. The reactants are: Br[C:2]1[S:3][C:4]([C:7]([O:9][CH2:10][CH3:11])=[O:8])=[CH:5][N:6]=1.[NH:12]1[CH2:17][CH2:16][NH:15][CH2:14][O:13]1.[CH2:18](N(CC)CC)C.